From a dataset of Reaction yield outcomes from USPTO patents with 853,638 reactions. Predict the reaction yield, written as a fraction of the theoretical maximum amount of product (1.0 means a 100% yield; for example, 0.34 means a 34% yield). (1) The reactants are C[O:2][C:3]1[CH:13]=[CH:12][C:6]2[N:7]=[C:8]([C:10]#[N:11])[S:9][C:5]=2[CH:4]=1.Cl.[NH+]1C=CC=CC=1. No catalyst specified. The product is [OH:2][C:3]1[CH:13]=[CH:12][C:6]2[N:7]=[C:8]([C:10]#[N:11])[S:9][C:5]=2[CH:4]=1. The yield is 0.450. (2) The product is [C:9]([NH:8][CH2:7][CH2:6][CH2:5][CH:4]=[O:3])([O:11][CH2:12][CH:13]1[C:25]2[C:20](=[CH:21][CH:22]=[CH:23][CH:24]=2)[C:19]2[C:14]1=[CH:15][CH:16]=[CH:17][CH:18]=2)=[O:10]. The yield is 0.900. The catalyst is O1CCOCC1. The reactants are C([O:3][CH:4](OCC)[CH2:5][CH2:6][CH2:7][NH:8][C:9]([O:11][CH2:12][CH:13]1[C:25]2[C:20](=[CH:21][CH:22]=[CH:23][CH:24]=2)[C:19]2[C:14]1=[CH:15][CH:16]=[CH:17][CH:18]=2)=[O:10])C.Cl. (3) The reactants are [ClH:1].COC([CH:6]1[C:11](=[O:12])[CH2:10][CH2:9][N:8]([CH2:13]C2C=CC=CC=2)[CH2:7]1)=O.[CH2:20]([OH:22])C.[H][H].[OH2:25]. The catalyst is [Pd]. The product is [ClH:1].[CH3:20][O:22][C:13]([N:8]1[CH2:7][CH2:6][C:11](=[O:12])[CH2:10][CH2:9]1)=[O:25]. The yield is 0.800. (4) The reactants are [O:1]=[C:2]1[NH:10][C:9]2[C:4](=[N:5][C:6]([C:11]3[CH:12]=[N:13][N:14]4[CH:19]=[CH:18][C:17]([C:20]#[N:21])=[CH:16][C:15]=34)=[N:7][CH:8]=2)[N:3]1[CH:22]1[CH2:27][CH2:26][O:25][CH2:24][CH2:23]1.Br[CH2:29][CH2:30][O:31][Si](C(C)(C)C)(C)C. The catalyst is CN(C=O)C.[H-].[Na+]. The product is [OH:31][CH2:30][CH2:29][N:10]1[C:9]2[C:4](=[N:5][C:6]([C:11]3[CH:12]=[N:13][N:14]4[CH:19]=[CH:18][C:17]([C:20]#[N:21])=[CH:16][C:15]=34)=[N:7][CH:8]=2)[N:3]([CH:22]2[CH2:23][CH2:24][O:25][CH2:26][CH2:27]2)[C:2]1=[O:1]. The yield is 0.760. (5) The reactants are Cl[CH2:2][CH2:3][CH2:4][N:5]1[C:9]2[CH:10]=[CH:11][CH:12]=[CH:13][C:8]=2[O:7][C:6]1=[O:14].[I-:15].[Na+]. The catalyst is CC(C)=O. The product is [I:15][CH2:2][CH2:3][CH2:4][N:5]1[C:9]2[CH:10]=[CH:11][CH:12]=[CH:13][C:8]=2[O:7][C:6]1=[O:14]. The yield is 0.830. (6) The reactants are [C:1]([C:3]1[CH:42]=[CH:41][C:6]([CH2:7][N:8]([CH2:33][C:34]([O:36][C:37]([CH3:40])([CH3:39])[CH3:38])=[O:35])[C:9](=[O:32])[C:10]2[CH:15]=[CH:14][C:13]([NH:16][C:17](=[O:31])[CH2:18][C:19]3[CH:24]=[CH:23][C:22]([O:25][CH3:26])=[CH:21][C:20]=3[C:27]([F:30])([F:29])[F:28])=[CH:12][CH:11]=2)=[CH:5][CH:4]=1)#[N:2].C(N(CC)CC)C.Cl.[NH2:51][OH:52]. The catalyst is CN(C=O)C.O. The product is [OH:52][NH:51][C:1]([C:3]1[CH:42]=[CH:41][C:6]([CH2:7][N:8]([CH2:33][C:34]([O:36][C:37]([CH3:38])([CH3:40])[CH3:39])=[O:35])[C:9](=[O:32])[C:10]2[CH:11]=[CH:12][C:13]([NH:16][C:17](=[O:31])[CH2:18][C:19]3[CH:24]=[CH:23][C:22]([O:25][CH3:26])=[CH:21][C:20]=3[C:27]([F:29])([F:28])[F:30])=[CH:14][CH:15]=2)=[CH:5][CH:4]=1)=[NH:2]. The yield is 0.440. (7) The reactants are [F:1][C:2]1[CH:12]=[CH:11][C:5]([C:6]([N:8]([CH3:10])[NH2:9])=O)=[CH:4][CH:3]=1.[C:13]([O:19][CH2:20][CH3:21])(=[O:18])[CH2:14][C:15]([CH3:17])=O. The catalyst is C(O)C. The product is [F:1][C:2]1[CH:12]=[CH:11][C:5]([C:6]2[N:8]([CH3:10])[N:9]=[C:15]([CH3:17])[C:14]=2[C:13]([O:19][CH2:20][CH3:21])=[O:18])=[CH:4][CH:3]=1. The yield is 0.440. (8) The product is [CH3:1][O:2][C:3](=[O:15])[C:4]([CH:6]([O:14][C:16](=[O:18])[CH3:17])[C:7]1[CH:12]=[N:11][C:10]([CH3:13])=[N:9][CH:8]=1)=[CH2:5]. The yield is 0.611. The reactants are [CH3:1][O:2][C:3](=[O:15])[C:4]([CH:6]([OH:14])[C:7]1[CH:8]=[N:9][C:10]([CH3:13])=[N:11][CH:12]=1)=[CH2:5].[C:16](OC(=O)C)(=[O:18])[CH3:17].C([O-])(O)=O.[Na+]. The catalyst is CN(C1C=CN=CC=1)C.C(Cl)Cl. (9) The reactants are [C:1]([C:3]1[C:4]([S:9][C:10]2[CH:11]=[C:12]([CH:16]=[CH:17][CH:18]=2)[C:13](O)=[O:14])=[N:5][CH:6]=[CH:7][CH:8]=1)#[N:2].[BH4-].[Na+].O. The catalyst is S(Cl)(Cl)=O.O1CCOCC1. The product is [OH:14][CH2:13][C:12]1[CH:11]=[C:10]([S:9][C:4]2[N:5]=[CH:6][CH:7]=[CH:8][C:3]=2[C:1]#[N:2])[CH:18]=[CH:17][CH:16]=1. The yield is 0.850.